Dataset: Forward reaction prediction with 1.9M reactions from USPTO patents (1976-2016). Task: Predict the product of the given reaction. (1) Given the reactants [O:1]1[CH2:6][CH2:5][CH:4]([CH2:7][CH:8]=O)[CH2:3][CH2:2]1.N1CCCC1.O.C1(C)C=CC([S:22](O)(=O)=O)=CC=1.[S].[N:28]#[C:29][NH2:30], predict the reaction product. The product is: [O:1]1[CH2:6][CH2:5][CH:4]([C:7]2[S:22][C:29]([NH2:30])=[N:28][CH:8]=2)[CH2:3][CH2:2]1. (2) Given the reactants [CH3:1][S:2]([C:5]1[CH:10]=[CH:9][C:8]([NH:11][CH2:12][C:13]2[CH:21]=[CH:20][C:16]([C:17]([OH:19])=O)=[CH:15][CH:14]=2)=[CH:7][CH:6]=1)(=[O:4])=[O:3].[C:22]1([NH2:29])[CH:27]=[CH:26][CH:25]=[CH:24][C:23]=1[NH2:28], predict the reaction product. The product is: [NH2:28][C:23]1[CH:24]=[CH:25][CH:26]=[CH:27][C:22]=1[NH:29][C:17](=[O:19])[C:16]1[CH:15]=[CH:14][C:13]([CH2:12][NH:11][C:8]2[CH:7]=[CH:6][C:5]([S:2]([CH3:1])(=[O:3])=[O:4])=[CH:10][CH:9]=2)=[CH:21][CH:20]=1. (3) Given the reactants [C:1]12([CH2:9][CH:8](NC(NC3SC4C=C(F)C=CC=4N=3)=O)[C:7]3[CH:24]=[CH:25][CH:26]=[CH:27][C:6]=3[O:5]1)[CH2:4][CH2:3][CH2:2]2.[CH:28]1(Br)C[CH2:31][CH2:30][CH2:29]1.[C:34]([O-:37])([O-])=O.[K+].[K+].CN(C=[O:44])C, predict the reaction product. The product is: [CH:34]1([O:37][C:25]2[CH:26]=[CH:27][C:6]3[O:5][C:1]4([CH2:2][CH2:3][CH2:4]4)[CH2:9][C:8](=[O:44])[C:7]=3[CH:24]=2)[CH2:31][CH2:30][CH2:29][CH2:28]1. (4) The product is: [C:2]1([C@@H:1]2[NH:9][C:10]3[CH:15]=[CH:14][CH:13]=[CH:12][C:11]=3[C@@H:21]3[C@H:20]2[CH2:19][CH2:18][CH2:17][N:16]3[C:22]([O:24][C:25]([CH3:28])([CH3:27])[CH3:26])=[O:23])[CH:7]=[CH:6][CH:5]=[CH:4][CH:3]=1. Given the reactants [CH:1](=O)[C:2]1[CH:7]=[CH:6][CH:5]=[CH:4][CH:3]=1.[NH2:9][C:10]1[CH:15]=[CH:14][CH:13]=[CH:12][CH:11]=1.[N:16]1([C:22]([O:24][C:25]([CH3:28])([CH3:27])[CH3:26])=[O:23])[CH:21]=[CH:20][CH2:19][CH2:18][CH2:17]1.C(S([O-])(=O)=O)(F)(F)F.C(S([O-])(=O)=O)(F)(F)F.C(S([O-])(=O)=O)(F)(F)F.[Dy+3], predict the reaction product. (5) Given the reactants [CH3:1][C:2]([CH3:36])([CH3:35])[C:3](=[O:34])[CH2:4][O:5][C:6]1[CH:11]=[CH:10][C:9]([C:12]([C:17]2[CH:32]=[CH:31][C:20]3[CH:21]=[C:22]([C:24]([NH:26][CH2:27][C:28]([OH:30])=[O:29])=[O:25])[O:23][C:19]=3[CH:18]=2)([CH2:15][CH3:16])[CH2:13][CH3:14])=[CH:8][C:7]=1[CH3:33].[BH4-].[Na+].[CH2:39]1COCC1, predict the reaction product. The product is: [CH2:15]([C:12]([C:17]1[CH:32]=[CH:31][C:20]2[CH:21]=[C:22]([C:24]([N:26]([CH2:27][C:28]([OH:30])=[O:29])[CH3:39])=[O:25])[O:23][C:19]=2[CH:18]=1)([C:9]1[CH:10]=[CH:11][C:6]([O:5][CH2:4][CH:3]([OH:34])[C:2]([CH3:1])([CH3:35])[CH3:36])=[C:7]([CH3:33])[CH:8]=1)[CH2:13][CH3:14])[CH3:16].